From a dataset of Forward reaction prediction with 1.9M reactions from USPTO patents (1976-2016). Predict the product of the given reaction. The product is: [NH2:17][C:18]1[CH:19]=[C:20]([C:24]([Cl:27])=[CH:25][N:26]=1)[C:21]([NH:14][CH:12]([C:9]1[CH:10]=[N:11][C:6]([O:5][CH2:4][C:3]([F:2])([F:15])[F:16])=[CH:7][CH:8]=1)[CH3:13])=[O:22]. Given the reactants Cl.[F:2][C:3]([F:16])([F:15])[CH2:4][O:5][C:6]1[N:11]=[CH:10][C:9]([CH:12]([NH2:14])[CH3:13])=[CH:8][CH:7]=1.[NH2:17][C:18]1[CH:19]=[C:20]([C:24]([Cl:27])=[CH:25][N:26]=1)[C:21](O)=[O:22], predict the reaction product.